From a dataset of Forward reaction prediction with 1.9M reactions from USPTO patents (1976-2016). Predict the product of the given reaction. (1) Given the reactants [NH2:1][C:2]1[C:3]([C:9]([O:11][CH3:12])=[O:10])=[N:4][C:5](Br)=[CH:6][N:7]=1.ClCCl.[C:16]1(B(O)O)[C:25]2[C:20](=[CH:21][CH:22]=[CH:23][CH:24]=2)[CH:19]=[CH:18][CH:17]=1.C(N(CC)CC)C, predict the reaction product. The product is: [NH2:1][C:2]1[C:3]([C:9]([O:11][CH3:12])=[O:10])=[N:4][C:5]([C:24]2[C:25]3[C:20](=[CH:19][CH:18]=[CH:17][CH:16]=3)[CH:21]=[CH:22][CH:23]=2)=[CH:6][N:7]=1. (2) Given the reactants C1C(=O)N([Br:8])C(=O)C1.[CH3:9][O:10][C:11]1[S:15][C:14]([C:16]([O:18][CH3:19])=[O:17])=[CH:13][CH:12]=1, predict the reaction product. The product is: [Br:8][C:12]1[CH:13]=[C:14]([C:16]([O:18][CH3:19])=[O:17])[S:15][C:11]=1[O:10][CH3:9]. (3) Given the reactants C([O:3][C:4]([C:6]1[O:7][C:8]2[CH:15]=[CH:14][CH:13]=[C:12]([O:16][CH2:17][CH2:18][CH3:19])[C:9]=2[C:10]=1[CH3:11])=[O:5])C.[Li+].[OH-], predict the reaction product. The product is: [CH2:17]([O:16][C:12]1[C:9]2[C:10]([CH3:11])=[C:6]([C:4]([OH:5])=[O:3])[O:7][C:8]=2[CH:15]=[CH:14][CH:13]=1)[CH2:18][CH3:19]. (4) Given the reactants [Cl:1][C:2]1[N:3]=[C:4]2[C:9](=[CH:10][CH:11]=1)[N:8]=[CH:7][C:6]([C:12](=[O:14])[CH3:13])=[C:5]2[NH:15][C@H:16]1[CH2:21][CH2:20][C@H:19]([CH2:22][N:23]([CH3:25])[CH3:24])[CH2:18][CH2:17]1.[CH3:26][O:27][C:28]1[CH:33]=[CH:32][C:31](B(O)O)=[CH:30][CH:29]=1.C1(N)C(F)=C(F)C(F)=C(N)C=1F.[ClH:49].Cl, predict the reaction product. The product is: [ClH:1].[ClH:49].[CH3:24][N:23]([CH2:22][C@H:19]1[CH2:20][CH2:21][C@H:16]([NH:15][C:5]2[C:4]3[C:9](=[CH:10][CH:11]=[C:2]([C:31]4[CH:32]=[CH:33][C:28]([O:27][CH3:26])=[CH:29][CH:30]=4)[N:3]=3)[N:8]=[CH:7][C:6]=2[C:12](=[O:14])[CH3:13])[CH2:17][CH2:18]1)[CH3:25]. (5) Given the reactants [N+:1]([C:4]1[CH:5]=[C:6]([CH:10]=[CH:11][CH:12]=1)[C:7]([OH:9])=[O:8])([O-:3])=[O:2].C(OC(O[C:16]([CH3:19])([CH3:18])[CH3:17])=O)(O[C:16]([CH3:19])([CH3:18])[CH3:17])=O.C([O-])([O-])=O.[Na+].[Na+], predict the reaction product. The product is: [N+:1]([C:4]1[CH:5]=[C:6]([CH:10]=[CH:11][CH:12]=1)[C:7]([O:9][C:16]([CH3:19])([CH3:18])[CH3:17])=[O:8])([O-:3])=[O:2]. (6) Given the reactants [CH:1]1([CH2:6][NH2:7])[CH2:5][CH2:4][CH2:3][CH2:2]1.[CH3:8][O:9][C:10](=[O:15])[CH2:11][C:12](=O)[CH3:13].[CH3:16][O:17][C:18](=[O:21])[C:19]#[CH:20], predict the reaction product. The product is: [CH3:16][O:17][C:18](=[O:21])[CH:19]=[CH:20][C:11](=[C:12]([NH:7][CH2:6][CH:1]1[CH2:5][CH2:4][CH2:3][CH2:2]1)[CH3:13])[C:10]([O:9][CH3:8])=[O:15].